Predict the reactants needed to synthesize the given product. From a dataset of Full USPTO retrosynthesis dataset with 1.9M reactions from patents (1976-2016). (1) The reactants are: [OH:1][C:2]([CH3:22])([CH3:21])[CH2:3][C@@H:4]1[CH2:8][O:7][C@@:6]([C@@H:10]2[C@:18]3([CH3:19])[C@H:13]([C@@H:14]([OH:20])[CH2:15][CH2:16][CH2:17]3)[CH2:12][CH2:11]2)([CH3:9])[CH2:5]1.C1C=C[NH+]=CC=1.C1C=C[NH+]=CC=1.[O-][Cr](O[Cr]([O-])(=O)=O)(=O)=O. Given the product [OH:1][C:2]([CH3:22])([CH3:21])[CH2:3][C@@H:4]1[CH2:8][O:7][C@@:6]([C@@H:10]2[C@:18]3([CH3:19])[C@H:13]([C:14](=[O:20])[CH2:15][CH2:16][CH2:17]3)[CH2:12][CH2:11]2)([CH3:9])[CH2:5]1, predict the reactants needed to synthesize it. (2) Given the product [F:1][C:2]([F:7])([CH2:5][O:6][CH:9]1[CH2:10][CH2:11][CH2:12][CH2:13][O:8]1)[CH2:3][OH:4], predict the reactants needed to synthesize it. The reactants are: [F:1][C:2]([F:7])([CH2:5][OH:6])[CH2:3][OH:4].[O:8]1[CH:13]=[CH:12][CH2:11][CH2:10][CH2:9]1.S([O-])(O)(=O)=O.[Na+].C(=O)([O-])[O-].[Na+].[Na+]. (3) Given the product [Cl-:29].[NH:22]([C:17]1[C:16]([NH2+:15][C:11]2[CH:12]=[CH:13][CH:14]=[C:9]([C:3]3[C:2]([CH3:1])=[CH:7][CH:6]=[CH:5][C:4]=3[CH3:8])[CH:10]=2)=[N:21][CH:20]=[CH:19][N:18]=1)[C:23]1[CH:24]=[CH:25][CH:26]=[CH:27][CH:28]=1, predict the reactants needed to synthesize it. The reactants are: [CH3:1][C:2]1[CH:7]=[CH:6][CH:5]=[C:4]([CH3:8])[C:3]=1[C:9]1[CH:10]=[C:11]([NH:15][C:16]2[C:17]([NH:22][C:23]3[CH:28]=[CH:27][CH:26]=[CH:25][CH:24]=3)=[N:18][CH:19]=[CH:20][N:21]=2)[CH:12]=[CH:13][CH:14]=1.[ClH:29].